Task: Predict which catalyst facilitates the given reaction.. Dataset: Catalyst prediction with 721,799 reactions and 888 catalyst types from USPTO Reactant: [Br:1][C:2]1[CH:3]=[C:4]2[C:9](=[CH:10][C:11]=1[F:12])[O:8][CH:7]([C:13]1[CH:18]=[CH:17][CH:16]=[CH:15][CH:14]=1)[CH2:6][C:5]2=O.[C:20](=[N:26][Si](C)(C)C)=[N:21][Si](C)(C)C. Product: [Br:1][C:2]1[CH:3]=[C:4]2[C:9](=[CH:10][C:11]=1[F:12])[O:8][CH:7]([C:13]1[CH:18]=[CH:17][CH:16]=[CH:15][CH:14]=1)[CH2:6][C:5]2=[N:26][C:20]#[N:21]. The catalyst class is: 388.